This data is from Catalyst prediction with 721,799 reactions and 888 catalyst types from USPTO. The task is: Predict which catalyst facilitates the given reaction. (1) Reactant: [OH:1][CH:2]1[C:11]2[C:6](=[CH:7][CH:8]=[CH:9][CH:10]=2)[CH2:5][CH2:4][CH:3]1[CH2:12][CH2:13][OH:14]. Product: [OH:14][CH2:13][CH2:12][CH:3]1[CH2:4][CH2:5][C:6]2[C:11](=[CH:10][CH:9]=[CH:8][CH:7]=2)[C:2]1=[O:1]. The catalyst class is: 2. (2) Reactant: [Br:1][C:2]1[CH:7]=[CH:6][CH:5]=[C:4]([N+:8]([O-])=O)[C:3]=1[Cl:11].Cl[Sn]Cl. Product: [Br:1][C:2]1[C:3]([Cl:11])=[C:4]([CH:5]=[CH:6][CH:7]=1)[NH2:8]. The catalyst class is: 14. (3) Reactant: [Br:1][C:2]1[CH:8]=[C:7]([O:9][C:10]([F:13])([F:12])[F:11])[C:5](N)=[C:4]([Cl:14])[CH:3]=1.C([N:17](CC)CC)C.[C:22]([CH2:26][C:27](Cl)=[O:28])([CH3:25])([CH3:24])[CH3:23]. Product: [Br:1][C:2]1[CH:8]=[C:7]([O:9][C:10]([F:13])([F:12])[F:11])[C:5]([CH:26]([C:22]([CH3:25])([CH3:24])[CH3:23])[C:27]([NH2:17])=[O:28])=[C:4]([Cl:14])[CH:3]=1. The catalyst class is: 4. (4) Reactant: [Cl:1][C:2]1[N:6]([CH3:7])[N:5]=[C:4]([CH3:8])[CH:3]=1.C1C(=O)N([Br:16])C(=O)C1. Product: [Br:16][C:3]1[C:4]([CH3:8])=[N:5][N:6]([CH3:7])[C:2]=1[Cl:1]. The catalyst class is: 53. (5) Reactant: [Cl:1][C:2]1[CH:7]=[C:6]([F:8])[C:5]([F:9])=[CH:4][C:3]=1[C:10]1[CH:15]=[CH:14][C:13]([OH:16])=[CH:12][CH:11]=1.Br[CH2:18][C:19]1[C:27]2[O:26][N:25]=[C:24]([O:28][C:29]([C:42]3[CH:47]=[CH:46][CH:45]=[CH:44][CH:43]=3)([C:36]3[CH:41]=[CH:40][CH:39]=[CH:38][CH:37]=3)[C:30]3[CH:35]=[CH:34][CH:33]=[CH:32][CH:31]=3)[C:23]=2[CH:22]=[CH:21][CH:20]=1.C(=O)([O-])[O-].[K+].[K+]. Product: [Cl:1][C:2]1[CH:7]=[C:6]([F:8])[C:5]([F:9])=[CH:4][C:3]=1[C:10]1[CH:11]=[CH:12][C:13]([O:16][CH2:18][C:19]2[C:27]3[O:26][N:25]=[C:24]([O:28][C:29]([C:30]4[CH:35]=[CH:34][CH:33]=[CH:32][CH:31]=4)([C:42]4[CH:43]=[CH:44][CH:45]=[CH:46][CH:47]=4)[C:36]4[CH:41]=[CH:40][CH:39]=[CH:38][CH:37]=4)[C:23]=3[CH:22]=[CH:21][CH:20]=2)=[CH:14][CH:15]=1. The catalyst class is: 248. (6) Reactant: [BH4-].[Li+].[Cl:3][C:4]1[CH:5]=[CH:6][C:7]([C:27](OC)=[O:28])=[C:8]2[C:12]=1[N:11]=[C:10]1[N:13]([C:17]3[C:18]([CH3:26])=[N:19][C:20]([N:23]([CH3:25])[CH3:24])=[CH:21][CH:22]=3)[CH2:14][CH2:15][CH2:16][N:9]21. Product: [Cl:3][C:4]1[C:12]2[N:11]=[C:10]3[N:13]([C:17]4[C:18]([CH3:26])=[N:19][C:20]([N:23]([CH3:25])[CH3:24])=[CH:21][CH:22]=4)[CH2:14][CH2:15][CH2:16][N:9]3[C:8]=2[C:7]([CH2:27][OH:28])=[CH:6][CH:5]=1. The catalyst class is: 7. (7) Reactant: O[C:2]1[CH:9]=[CH:8][C:5]([CH:6]=[O:7])=[CH:4][CH:3]=1.Cl[Si:11](C)([CH3:13])[CH3:12].CN([C:18]1[CH:23]=[CH:22]C=CN=1)C.[CH2:24](N(CC)CC)C. Product: [Si:11]([C:2]1[CH:9]=[CH:8][C:5]([CH:6]=[O:7])=[CH:4][CH:3]=1)([C:23]([CH3:22])([CH3:18])[CH3:24])([CH3:13])[CH3:12]. The catalyst class is: 4.